This data is from Catalyst prediction with 721,799 reactions and 888 catalyst types from USPTO. The task is: Predict which catalyst facilitates the given reaction. Reactant: C(OC([N:8]1[CH2:13][CH2:12][N:11]([C:14]2[C:19]([N+:20]([O-:22])=[O:21])=[CH:18][CH:17]=[CH:16][C:15]=2[Cl:23])[CH2:10][CH2:9]1)=O)(C)(C)C.C(Cl)Cl. Product: [Cl:23][C:15]1[CH:16]=[CH:17][CH:18]=[C:19]([N+:20]([O-:22])=[O:21])[C:14]=1[N:11]1[CH2:12][CH2:13][NH:8][CH2:9][CH2:10]1. The catalyst class is: 55.